From a dataset of Forward reaction prediction with 1.9M reactions from USPTO patents (1976-2016). Predict the product of the given reaction. (1) Given the reactants [CH:1]([C:3]1[CH:11]=[C:10]2[C:6]([CH:7]=[N:8][NH:9]2)=[CH:5][CH:4]=1)=O.[C:12]([CH2:14][C:15]([NH:17][CH:18]([CH3:20])[CH3:19])=[O:16])#[N:13].C1CCN2C(=NCCC2)CC1, predict the reaction product. The product is: [C:12]([C:14](=[CH:1][C:3]1[CH:11]=[C:10]2[C:6]([CH:7]=[N:8][NH:9]2)=[CH:5][CH:4]=1)[C:15]([NH:17][CH:18]([CH3:20])[CH3:19])=[O:16])#[N:13]. (2) Given the reactants Br[C:2]1[CH:7]=[CH:6][C:5]([CH2:8][C:9]([O:11][CH3:12])=[O:10])=[C:4]([O:13][CH2:14][C:15]2[CH:16]=[C:17]([C:21]3[CH:26]=[CH:25][CH:24]=[C:23]([CH2:27][NH:28][C:29]([O:31][C:32]([CH3:35])([CH3:34])[CH3:33])=[O:30])[CH:22]=3)[CH:18]=[CH:19][CH:20]=2)[CH:3]=1.[CH3:36][N:37](C=O)C, predict the reaction product. The product is: [C:32]([O:31][C:29]([NH:28][CH2:27][C:23]1[CH:22]=[C:21]([C:17]2[CH:18]=[CH:19][CH:20]=[C:15]([CH2:14][O:13][C:4]3[CH:3]=[C:2]([C:36]#[N:37])[CH:7]=[CH:6][C:5]=3[CH2:8][C:9]([O:11][CH3:12])=[O:10])[CH:16]=2)[CH:26]=[CH:25][CH:24]=1)=[O:30])([CH3:35])([CH3:34])[CH3:33]. (3) Given the reactants Cl[C:2]1[O:3][C:4]2[CH:10]=[CH:9][CH:8]=[CH:7][C:5]=2[N:6]=1.C([O-])([O-])=O.[K+].[K+].[N:17]12CCCNC1CCCC=C2.[H-].[Na+], predict the reaction product. The product is: [NH2:17][C:2]1[O:3][C:4]2[CH:10]=[CH:9][CH:8]=[CH:7][C:5]=2[N:6]=1.